Dataset: Catalyst prediction with 721,799 reactions and 888 catalyst types from USPTO. Task: Predict which catalyst facilitates the given reaction. (1) Reactant: N1C(C)=CC(C)=CC=1C.CS(Cl)(=O)=O.[Cl:15][C:16]1[CH:38]=[CH:37][C:19]([CH2:20][NH:21][C:22]([C:24]2[C:25](=[O:36])[C:26]3[CH:33]=[C:32]([CH2:34]O)[S:31][C:27]=3[N:28]([CH3:30])[CH:29]=2)=[O:23])=[CH:18][CH:17]=1.[CH3:39][NH:40][CH2:41][C@H:42]([C:44]1[CH:49]=[CH:48][CH:47]=[CH:46][CH:45]=1)[OH:43]. Product: [Cl:15][C:16]1[CH:38]=[CH:37][C:19]([CH2:20][NH:21][C:22]([C:24]2[C:25](=[O:36])[C:26]3[CH:33]=[C:32]([CH2:34][N:40]([CH2:41][C@@H:42]([OH:43])[C:44]4[CH:49]=[CH:48][CH:47]=[CH:46][CH:45]=4)[CH3:39])[S:31][C:27]=3[N:28]([CH3:30])[CH:29]=2)=[O:23])=[CH:18][CH:17]=1. The catalyst class is: 18. (2) Reactant: CC[C@@H]1[C@@H]2C[C@H]([C@@H](OC3C4C(=CC=CC=4)C(O[C@@H]([C:47]4[CH:56]=[CH:55][N:54]=[C:53]5[C:48]=4[CH:49]=[C:50]([O:57]C)C=C5)[C@@H]4N5C[C@H](CC)[C@@H](CC5)C4)=NN=3)[C:47]3[CH:56]=[CH:55][N:54]=[C:53]4[C:48]=3[CH:49]=[C:50]([O:57]C)C=C4)N(CC2)C1.[F:59][CH:60]([F:69])C1C=CC(C=C)=CN=1.[O-:70]S([O-])=O.[Na+].[Na+]. Product: [F:59][CH:60]([F:69])[C:55]1[N:54]=[CH:53][C:48]([C@@H:49]([OH:70])[CH2:50][OH:57])=[CH:47][CH:56]=1. The catalyst class is: 371. (3) Reactant: O.[NH2:2][NH2:3].Cl[C:5]1[N:12]=[CH:11][C:10]([C:13]2[CH:18]=[CH:17][CH:16]=[CH:15][CH:14]=2)=[CH:9][C:6]=1[C:7]#[N:8]. Product: [C:13]1([C:10]2[CH:9]=[C:6]3[C:7]([NH2:8])=[N:3][NH:2][C:5]3=[N:12][CH:11]=2)[CH:14]=[CH:15][CH:16]=[CH:17][CH:18]=1. The catalyst class is: 17. (4) Reactant: [CH2:1]([NH:3][NH:4][C:5](=[NH:12])[C:6]1[CH:11]=[CH:10][CH:9]=[N:8][CH:7]=1)[CH3:2].C1N=CN([C:18](N2C=NC=C2)=[O:19])C=1. Product: [CH2:1]([N:3]1[C:18]([OH:19])=[N:12][C:5]([C:6]2[CH:7]=[N:8][CH:9]=[CH:10][CH:11]=2)=[N:4]1)[CH3:2]. The catalyst class is: 3.